From a dataset of Catalyst prediction with 721,799 reactions and 888 catalyst types from USPTO. Predict which catalyst facilitates the given reaction. Reactant: Br[C:2]1[CH:3]=[N:4][C:5]([N:8]2[CH2:13][CH2:12][O:11][C@H:10]([CH2:14][N:15]3[C:19]4=[N:20][C:21]([C:24]5[CH:25]=[CH:26][C:27]([F:32])=[C:28]([CH:31]=5)[C:29]#[N:30])=[CH:22][N:23]=[C:18]4[N:17]=[N:16]3)[CH2:9]2)=[N:6][CH:7]=1.C(=O)([O-])[O-].[K+].[K+].O1CCOCC1.CC1(C)C(C)(C)OB([C:53]2[CH2:58][CH2:57][N:56]([C:59]([O:61][C:62]([CH3:65])([CH3:64])[CH3:63])=[O:60])[CH2:55][CH:54]=2)O1. Product: [C:29]([C:28]1[CH:31]=[C:24]([C:21]2[N:20]=[C:19]3[N:15]([CH2:14][C@@H:10]4[CH2:9][N:8]([C:5]5[N:4]=[CH:3][C:2]([C:53]6[CH2:58][CH2:57][N:56]([C:59]([O:61][C:62]([CH3:65])([CH3:64])[CH3:63])=[O:60])[CH2:55][CH:54]=6)=[CH:7][N:6]=5)[CH2:13][CH2:12][O:11]4)[N:16]=[N:17][C:18]3=[N:23][CH:22]=2)[CH:25]=[CH:26][C:27]=1[F:32])#[N:30]. The catalyst class is: 263.